Dataset: Full USPTO retrosynthesis dataset with 1.9M reactions from patents (1976-2016). Task: Predict the reactants needed to synthesize the given product. (1) Given the product [Cl:1][C:2]1[CH:9]=[CH:8][C:5]([CH2:6][N:16]2[C:15](=[O:17])[C:14]3=[CH:18][CH:19]=[CH:20][CH:21]=[C:13]3[C:12]2=[O:22])=[CH:4][C:3]=1[O:10][CH3:11], predict the reactants needed to synthesize it. The reactants are: [Cl:1][C:2]1[CH:9]=[CH:8][C:5]([CH2:6]Br)=[CH:4][C:3]=1[O:10][CH3:11].[C:12]1(=[O:22])[NH:16][C:15](=[O:17])[C:14]2=[CH:18][CH:19]=[CH:20][CH:21]=[C:13]12.[K]. (2) Given the product [CH2:8]([O:10][C:11]([C:12]1[N:15]=[N:16][N:1]([C:2]2[CH:7]=[CH:6][CH:5]=[CH:4][CH:3]=2)[CH:13]=1)=[O:17])[CH3:9], predict the reactants needed to synthesize it. The reactants are: [NH2:1][C:2]1[CH:7]=[CH:6][CH:5]=[CH:4][CH:3]=1.[CH2:8]([O:10][C:11](=[O:17])[C:12](=[N+:15]=[N-:16])[CH:13]=O)[CH3:9].O. (3) Given the product [Br:3][C:4]1[CH:5]=[C:6]2[C:11](=[CH:12][CH:13]=1)[N:10]=[C:9]([S:14][CH3:15])[N:8]=[C:7]2[N:22]1[CH:23]=[N:24][C:20]([N+:17]([O-:19])=[O:18])=[N:21]1, predict the reactants needed to synthesize it. The reactants are: II.[Br:3][C:4]1[CH:5]=[C:6]2[C:11](=[CH:12][CH:13]=1)[N:10]=[C:9]([S:14][CH3:15])[NH:8][C:7]2=O.[N+:17]([C:20]1[N:24]=[CH:23][NH:22][N:21]=1)([O-:19])=[O:18].C1(P(C2C=CC=CC=2)C2C=CC=CC=2)C=CC=CC=1.C(N(CC)C(C)C)(C)C. (4) The reactants are: Cl[C:2]1[C:3]2[CH:31]=[C:30]([Cl:32])[CH:29]=[CH:28][C:4]=2[N:5]([CH2:19][C:20]2[CH:25]=[CH:24][C:23]([O:26][CH3:27])=[CH:22][CH:21]=2)[C:6](=[O:18])[CH:7]([CH2:9][C:10]2[CH:15]=[CH:14][C:13]([F:16])=[CH:12][C:11]=2[Cl:17])[N:8]=1.[Cl-].[Li+].O.[OH-].[Cs+].[CH3:38][O:39][C:40]1[CH:45]=[CH:44][C:43](B2OC(C)(C)C(C)(C)O2)=[CH:42][C:41]=1[CH3:55]. Given the product [Cl:32][C:30]1[CH:29]=[CH:28][C:4]2[N:5]([CH2:19][C:20]3[CH:21]=[CH:22][C:23]([O:26][CH3:27])=[CH:24][CH:25]=3)[C:6](=[O:18])[CH:7]([CH2:9][C:10]3[CH:15]=[CH:14][C:13]([F:16])=[CH:12][C:11]=3[Cl:17])[N:8]=[C:2]([C:43]3[CH:44]=[CH:45][C:40]([O:39][CH3:38])=[C:41]([CH3:55])[CH:42]=3)[C:3]=2[CH:31]=1, predict the reactants needed to synthesize it. (5) Given the product [F:1][C:2]1[CH:7]=[CH:6][C:5]([CH:8]2[C:17]3[C:12](=[CH:13][C:14]([C:29]4[N:34]=[N:33][C:32]([N:35]([CH3:43])[C:36](=[O:42])[O:37][C:38]([CH3:39])([CH3:40])[CH3:41])=[CH:31][CH:30]=4)=[CH:15][CH:16]=3)[CH2:11][N:10]([CH3:27])[CH2:9]2)=[CH:4][CH:3]=1, predict the reactants needed to synthesize it. The reactants are: [F:1][C:2]1[CH:7]=[CH:6][C:5]([CH:8]2[C:17]3[C:12](=[CH:13][C:14](B4OC(C)(C)C(C)(C)O4)=[CH:15][CH:16]=3)[CH2:11][N:10]([CH3:27])[CH2:9]2)=[CH:4][CH:3]=1.Cl[C:29]1[N:34]=[N:33][C:32]([N:35]([CH3:43])[C:36](=[O:42])[O:37][C:38]([CH3:41])([CH3:40])[CH3:39])=[CH:31][CH:30]=1.C(=O)([O-])[O-].[Cs+].[Cs+]. (6) Given the product [OH:51][C:33]12[C:43]3[C:48](=[CH:47][CH:46]=[CH:45][CH:44]=3)[C:49](=[O:50])[C:32]1([NH:31][C:1](=[O:9])[C:2]1[CH:7]=[CH:6][CH:5]=[N:4][CH:3]=1)[C:36]1[CH:37]=[C:38]([CH3:42])[C:39]([CH3:41])=[CH:40][C:35]=1[O:34]2, predict the reactants needed to synthesize it. The reactants are: [C:1]([OH:9])(=O)[C:2]1[CH:7]=[CH:6][CH:5]=[N:4][CH:3]=1.CCN=C=NCCCN(C)C.C1C=CC2N(O)N=NC=2C=1.[NH2:31][C:32]12[C:49](=[O:50])[C:48]3[C:43](=[CH:44][CH:45]=[CH:46][CH:47]=3)[C:33]1([OH:51])[O:34][C:35]1[CH:40]=[C:39]([CH3:41])[C:38]([CH3:42])=[CH:37][C:36]=12. (7) Given the product [Cl:1][C:2]1[CH:3]=[CH:4][C:5]([C:8]2[N:9]([CH2:22][C@H:23]([OH:28])[C:24]([F:25])([F:27])[F:26])[C:10](=[O:21])[N:11]([CH2:13][C:14]3[N:18]=[C:17]([CH2:19][OH:20])[N:16]([C:31]4[CH:32]=[CH:33][CH:34]=[CH:35][C:30]=4[Cl:29])[N:15]=3)[N:12]=2)=[CH:6][CH:7]=1, predict the reactants needed to synthesize it. The reactants are: [Cl:1][C:2]1[CH:7]=[CH:6][C:5]([C:8]2[N:9]([CH2:22][C@H:23]([OH:28])[C:24]([F:27])([F:26])[F:25])[C:10](=[O:21])[N:11]([CH2:13][C:14]3[N:18]=[C:17]([CH2:19][OH:20])[NH:16][N:15]=3)[N:12]=2)=[CH:4][CH:3]=1.[Cl:29][C:30]1[CH:35]=[CH:34][CH:33]=[CH:32][C:31]=1B(O)O.B(O)O. (8) Given the product [Cl:1][C:2]1[CH:19]=[CH:18][C:17]([Cl:20])=[CH:16][C:3]=1[CH2:4][N:5]1[CH2:10][CH2:9][NH:8][C:7]2[N:11]=[CH:12][C:13]([C:31]3[CH:30]=[N:29][C:28]([N:25]4[CH2:24][CH2:23][N:22]([CH3:21])[CH2:27][CH2:26]4)=[CH:33][CH:32]=3)=[CH:14][C:6]1=2, predict the reactants needed to synthesize it. The reactants are: [Cl:1][C:2]1[CH:19]=[CH:18][C:17]([Cl:20])=[CH:16][C:3]=1[CH2:4][N:5]1[CH2:10][CH2:9][NH:8][C:7]2[N:11]=[CH:12][C:13](I)=[CH:14][C:6]1=2.[CH3:21][N:22]1[CH2:27][CH2:26][N:25]([C:28]2[CH:33]=[CH:32][C:31](B3OC(C)(C)C(C)(C)O3)=[CH:30][N:29]=2)[CH2:24][CH2:23]1. (9) Given the product [Cl:29][C:23]1[C:22]2[C:27](=[CH:28][C:19]([CH2:18][N:14]3[CH2:15][CH:16]([CH3:17])[NH:11][C@@H:12]([CH3:31])[C:13]3=[O:30])=[CH:20][CH:21]=2)[N:26]=[CH:25][CH:24]=1, predict the reactants needed to synthesize it. The reactants are: C(OC([N:11]1[CH:16]([CH3:17])[CH2:15][N:14]([CH2:18][C:19]2[CH:28]=[C:27]3[C:22]([C:23]([Cl:29])=[CH:24][CH:25]=[N:26]3)=[CH:21][CH:20]=2)[C:13](=[O:30])[C@@H:12]1[CH3:31])=O)C1C=CC=CC=1.I[Si](C)(C)C.